Task: Predict the reactants needed to synthesize the given product.. Dataset: Full USPTO retrosynthesis dataset with 1.9M reactions from patents (1976-2016) (1) Given the product [CH2:26]([C:14]1[C:5]([OH:4])=[CH:6][C:7]([C:15]([O:17][CH3:18])=[O:16])=[CH:8][C:9]=1[C:10]([O:12][CH3:13])=[O:11])[CH:21]=[CH2:22], predict the reactants needed to synthesize it. The reactants are: C([O:4][C:5]1[CH:6]=[C:7]([C:15]([O:17][CH3:18])=[O:16])[CH:8]=[C:9]([CH:14]=1)[C:10]([O:12][CH3:13])=[O:11])C=C.CN(C)[C:21]1[CH:26]=CC=C[CH:22]=1. (2) Given the product [Br:1][C:2]1[CH:10]=[C:9]2[C:5]([C:6]([C:11]([N:13]3[CH2:14][CH2:15][O:16][CH2:17][CH2:18]3)=[O:12])=[N:7][N:8]2[C:22]2[CH:27]=[CH:26][N:25]=[C:24]([NH2:28])[N:23]=2)=[CH:4][CH:3]=1, predict the reactants needed to synthesize it. The reactants are: [Br:1][C:2]1[CH:10]=[C:9]2[C:5]([C:6]([C:11]([N:13]3[CH2:18][CH2:17][O:16][CH2:15][CH2:14]3)=[O:12])=[N:7][NH:8]2)=[CH:4][CH:3]=1.[H-].[Na+].Cl[C:22]1[CH:27]=[CH:26][N:25]=[C:24]([NH2:28])[N:23]=1.